This data is from Forward reaction prediction with 1.9M reactions from USPTO patents (1976-2016). The task is: Predict the product of the given reaction. (1) Given the reactants [F:1][C:2]1[CH:32]=[CH:31][C:30]([F:33])=[CH:29][C:3]=1[O:4][CH2:5][CH2:6][CH2:7][O:8][C:9]1[CH:14]=[CH:13][C:12]([CH:15]2[CH2:20][CH2:19][N:18]([C:21]([O:23][C:24]([CH3:27])([CH3:26])[CH3:25])=[O:22])[CH2:17][CH:16]2[OH:28])=[CH:11][CH:10]=1.Cl[CH2:35][C:36]1[CH:37]=[CH:38][C:39]2[O:44][CH2:43][C:42](=[O:45])[N:41]([CH2:46][CH2:47][CH2:48][O:49][CH3:50])[C:40]=2[CH:51]=1, predict the reaction product. The product is: [F:1][C:2]1[CH:32]=[CH:31][C:30]([F:33])=[CH:29][C:3]=1[O:4][CH2:5][CH2:6][CH2:7][O:8][C:9]1[CH:14]=[CH:13][C:12]([CH:15]2[CH2:20][CH2:19][N:18]([C:21]([O:23][C:24]([CH3:27])([CH3:25])[CH3:26])=[O:22])[CH2:17][CH:16]2[O:28][CH2:35][C:36]2[CH:37]=[CH:38][C:39]3[O:44][CH2:43][C:42](=[O:45])[N:41]([CH2:46][CH2:47][CH2:48][O:49][CH3:50])[C:40]=3[CH:51]=2)=[CH:11][CH:10]=1. (2) Given the reactants [CH2:1]([C:3]1[CH:8]=[C:7]([CH3:9])[CH:6]=[C:5]([CH2:10][CH3:11])[C:4]=1[C:12](=[O:24])[C:13]([NH:15][N:16]=[CH:17][C:18]1[CH:23]=[CH:22][CH:21]=[CH:20][CH:19]=1)=[O:14])[CH3:2].[CH3:25]C(C)=O.[C:29](=O)([O-])[O-].[K+].[K+].S(OC)(OC)(=O)=O, predict the reaction product. The product is: [CH2:1]([C:3]1[CH:8]=[C:7]([CH3:9])[CH:6]=[C:5]([CH2:10][CH3:11])[C:4]=1[C:12](=[O:24])[C:13]([N:15]([CH3:25])[N:16]=[CH:17][C:18]1[CH:19]=[CH:20][CH:21]=[CH:22][CH:23]=1)=[O:14])[CH3:2].[CH2:1]([C:3]1[CH:8]=[C:7]([CH3:9])[CH:6]=[C:5]([CH2:10][CH3:11])[C:4]=1[C:12](=[O:24])[C:13](=[N:15][N:16]=[CH:17][C:18]1[CH:19]=[CH:20][CH:21]=[CH:22][CH:23]=1)[O:14][CH3:29])[CH3:2]. (3) Given the reactants [Cu]C#N.[C:4]([Mg]Cl)([CH3:7])([CH3:6])[CH3:5].Br[C:11]1[CH:16]=[CH:15][C:14]([O:17][CH2:18][O:19][CH3:20])=[CH:13][N:12]=1.N, predict the reaction product. The product is: [C:4]([C:11]1[CH:16]=[CH:15][C:14]([O:17][CH2:18][O:19][CH3:20])=[CH:13][N:12]=1)([CH3:7])([CH3:6])[CH3:5]. (4) Given the reactants Cl[C:2]1[C:3]2[CH:10]=[C:9]([C:11]3[CH:16]=[CH:15][C:14]([N:17]4[CH2:22][CH2:21][N:20]([CH:23]5[CH2:26][O:25][CH2:24]5)[CH2:19][CH2:18]4)=[C:13]([O:27][CH3:28])[CH:12]=3)[N:8]([CH2:29][O:30][CH2:31][CH2:32][Si:33]([CH3:36])([CH3:35])[CH3:34])[C:4]=2[N:5]=[CH:6][N:7]=1.[F:37][C:38]1[CH:45]=[CH:44][C:43](B2OC(C)(C)C(C)(C)O2)=[CH:42][C:39]=1[C:40]#[N:41].C([O-])([O-])=O.[Na+].[Na+], predict the reaction product. The product is: [F:37][C:38]1[CH:45]=[CH:44][C:43]([C:2]2[C:3]3[CH:10]=[C:9]([C:11]4[CH:16]=[CH:15][C:14]([N:17]5[CH2:18][CH2:19][N:20]([CH:23]6[CH2:26][O:25][CH2:24]6)[CH2:21][CH2:22]5)=[C:13]([O:27][CH3:28])[CH:12]=4)[N:8]([CH2:29][O:30][CH2:31][CH2:32][Si:33]([CH3:34])([CH3:36])[CH3:35])[C:4]=3[N:5]=[CH:6][N:7]=2)=[CH:42][C:39]=1[C:40]#[N:41]. (5) Given the reactants [CH2:1]([N:8]1[CH2:12][CH:11]([N:13](C(OC(C)(C)C)=O)[CH2:14][C:15]2[CH:20]=[CH:19][C:18]([F:21])=[CH:17][C:16]=2[F:22])[CH2:10][CH:9]1[C:30](O)=[O:31])[C:2]1[CH:7]=[CH:6][CH:5]=[CH:4][CH:3]=1.[F:33][C:34]([F:48])([F:47])[C:35]1[CH:36]=[C:37]([N:41]2[CH2:46][CH2:45][NH:44][CH2:43][CH2:42]2)[CH:38]=[CH:39][CH:40]=1, predict the reaction product. The product is: [CH2:1]([N:8]1[CH2:12][C@@H:11]([NH:13][CH2:14][C:15]2[CH:20]=[CH:19][C:18]([F:21])=[CH:17][C:16]=2[F:22])[CH2:10][C@H:9]1[C:30]([N:44]1[CH2:45][CH2:46][N:41]([C:37]2[CH:38]=[CH:39][CH:40]=[C:35]([C:34]([F:33])([F:47])[F:48])[CH:36]=2)[CH2:42][CH2:43]1)=[O:31])[C:2]1[CH:7]=[CH:6][CH:5]=[CH:4][CH:3]=1. (6) The product is: [Br:1][C:2]1[CH:3]=[C:4]2[C:8](=[CH:9][CH:10]=1)[N:7]([C:15]([O:17][C:18]([CH3:21])([CH3:20])[CH3:19])=[O:16])[N:6]=[C:5]2[I:13]. Given the reactants [Br:1][C:2]1[CH:3]=[C:4]2[C:8](=[CH:9][CH:10]=1)[NH:7][N:6]=[CH:5]2.[OH-].[K+].[I:13]I.[C:15](O[C:15]([O:17][C:18]([CH3:21])([CH3:20])[CH3:19])=[O:16])([O:17][C:18]([CH3:21])([CH3:20])[CH3:19])=[O:16].CN(C1C=CC=CN=1)C, predict the reaction product.